Task: Predict the reactants needed to synthesize the given product.. Dataset: Full USPTO retrosynthesis dataset with 1.9M reactions from patents (1976-2016) (1) Given the product [CH3:21][CH:9]1[C:8]2[CH:22]=[C:4]3[NH:31][C:25](=[O:27])[CH2:24][O:23][C:5]3=[CH:6][C:7]=2[CH2:13][CH2:12][N:11]([C:14]([O:16][C:17]([CH3:19])([CH3:18])[CH3:20])=[O:15])[CH2:10]1, predict the reactants needed to synthesize it. The reactants are: C([C:4]1[C:5]([O:23][CH2:24][C:25]([O:27]CC)=O)=[CH:6][C:7]2[CH2:13][CH2:12][N:11]([C:14]([O:16][C:17]([CH3:20])([CH3:19])[CH3:18])=[O:15])[CH2:10][CH:9]([CH3:21])[C:8]=2[CH:22]=1)(=O)C.Cl.[NH2:31]O. (2) Given the product [C:9]([NH:1][C:2]1[CH:7]=[CH:6][CH:5]=[C:4]([CH3:8])[CH:3]=1)(=[O:11])[CH3:10], predict the reactants needed to synthesize it. The reactants are: [NH2:1][C:2]1[CH:7]=[CH:6][CH:5]=[C:4]([CH3:8])[CH:3]=1.[C:9](OC(=O)C)(=[O:11])[CH3:10]. (3) Given the product [Cl:1][C:2]1[CH:3]=[CH:4][C:5]([C:33]([F:36])([F:34])[F:35])=[C:6]([C:8]2[CH:13]=[CH:12][N:11]([CH:14]([CH2:28][CH:29]3[CH2:31][CH2:30]3)[C:15]([NH:17][C:18]3[CH:27]=[CH:26][C:21]([C:22]([OH:24])=[O:23])=[CH:20][CH:19]=3)=[O:16])[C:10](=[O:32])[CH:9]=2)[CH:7]=1, predict the reactants needed to synthesize it. The reactants are: [Cl:1][C:2]1[CH:3]=[CH:4][C:5]([C:33]([F:36])([F:35])[F:34])=[C:6]([C:8]2[CH:13]=[CH:12][N:11]([CH:14]([CH2:28][CH:29]3[CH2:31][CH2:30]3)[C:15]([NH:17][C:18]3[CH:27]=[CH:26][C:21]([C:22]([O:24]C)=[O:23])=[CH:20][CH:19]=3)=[O:16])[C:10](=[O:32])[CH:9]=2)[CH:7]=1.[OH-].[Li+]. (4) Given the product [ClH:1].[ClH:1].[ClH:1].[N:13]1[CH:14]=[CH:15][CH:16]=[C:11]([C:9]2[C:8](=[O:17])[NH:7][C:6](=[O:18])[N:5]([CH2:4][CH2:3][CH2:2][N:29]3[CH2:30][C@H:31]4[C@:27]([C:24]5[CH:23]=[CH:22][C:21]([C:20]([F:19])([F:34])[F:33])=[CH:26][CH:25]=5)([CH2:32]4)[CH2:28]3)[CH:10]=2)[CH:12]=1, predict the reactants needed to synthesize it. The reactants are: [Cl:1][CH2:2][CH2:3][CH2:4][N:5]1[CH:10]=[C:9]([C:11]2[CH:12]=[N:13][CH:14]=[CH:15][CH:16]=2)[C:8](=[O:17])[NH:7][C:6]1=[O:18].[F:19][C:20]([F:34])([F:33])[C:21]1[CH:26]=[CH:25][C:24]([C@:27]23[CH2:32][C@H:31]2[CH2:30][NH:29][CH2:28]3)=[CH:23][CH:22]=1.CCN(C(C)C)C(C)C.O1CCOCC1. (5) Given the product [CH3:1][N:2]1[C:10](=[O:11])[C:9]2[NH:8][C:7](/[CH:12]=[CH:13]/[C:14]([O:16][CH2:25][CH3:26])=[O:15])=[N:6][C:5]=2[N:4]([CH3:17])[C:3]1=[O:18], predict the reactants needed to synthesize it. The reactants are: [CH3:1][N:2]1[C:10](=[O:11])[C:9]2[NH:8][C:7](/[CH:12]=[CH:13]/[C:14]([OH:16])=[O:15])=[N:6][C:5]=2[N:4]([CH3:17])[C:3]1=[O:18].S(=O)(=O)(O)O.O.[CH2:25](O)[CH3:26]. (6) Given the product [CH:1]1([C:4]([N:6]2[CH2:11][CH2:10][N:9]([C:12]3[N:19]=[C:18]([CH:20]4[CH2:22][CH2:21]4)[C:17]([C:36]4[CH:37]=[CH:38][CH:39]=[C:40]5[C:44]=4[NH:43][C:42](=[O:45])[C:41]5=[O:46])=[CH:16][C:13]=3[C:14]#[N:15])[CH2:8][C@H:7]2[CH:32]2[CH2:34][CH2:33]2)=[O:5])[CH2:2][CH2:3]1, predict the reactants needed to synthesize it. The reactants are: [CH:1]1([C:4]([N:6]2[CH2:11][CH2:10][N:9]([C:12]3[N:19]=[C:18]([CH:20]4[CH2:22][CH2:21]4)[C:17](B4OC(C)(C)C(C)(C)O4)=[CH:16][C:13]=3[C:14]#[N:15])[CH2:8][C@H:7]2[CH:32]2[CH2:34][CH2:33]2)=[O:5])[CH2:3][CH2:2]1.Br[C:36]1[CH:37]=[CH:38][CH:39]=[C:40]2[C:44]=1[NH:43][C:42](=[O:45])[C:41]2=[O:46].C([O-])([O-])=O.[K+].[K+]. (7) Given the product [CH2:1]([O:5][C:6]1[CH:13]=[CH:12][C:9](/[CH:10]=[CH:14]/[C:15]([C:17]2[CH:18]=[C:19]([O:25][CH3:26])[CH:20]=[C:21]([O:23][CH3:24])[CH:22]=2)=[O:16])=[CH:8][CH:7]=1)[CH2:2][CH2:3][CH3:4], predict the reactants needed to synthesize it. The reactants are: [CH2:1]([O:5][C:6]1[CH:13]=[CH:12][C:9]([CH:10]=O)=[CH:8][CH:7]=1)[CH2:2][CH2:3][CH3:4].[CH3:14][C:15]([C:17]1[CH:22]=[C:21]([O:23][CH3:24])[CH:20]=[C:19]([O:25][CH3:26])[CH:18]=1)=[O:16].[OH-].[Na+].